From a dataset of Forward reaction prediction with 1.9M reactions from USPTO patents (1976-2016). Predict the product of the given reaction. (1) Given the reactants C([O:9][C@@H:10]1[C@@H:36]([O:37]C(=O)C2C=CC=CC=2)[C@H:35]([O:46]C(=O)C2C=CC=CC=2)[C@@H:34]([C@@H:55]([CH3:65])[O:56]C(=O)C2C=CC=CC=2)[O:33][C@H:11]1[O:12][C:13]1[CH:18]=[C:17]([CH2:19][O:20]C(=O)C)[CH:16]=[CH:15][C:14]=1[CH2:24][C:25]1[CH:30]=[CH:29][C:28]([O:31][CH3:32])=[CH:27][CH:26]=1)(=O)C1C=CC=CC=1.C[O-].[Na+].O1CCCC1.C(O)(=O)C, predict the reaction product. The product is: [O:12]([C:13]1[CH:18]=[C:17]([CH2:19][OH:20])[CH:16]=[CH:15][C:14]=1[CH2:24][C:25]1[CH:26]=[CH:27][C:28]([O:31][CH3:32])=[CH:29][CH:30]=1)[C@@H:11]1[O:33][C@H:34]([C@@H:55]([CH3:65])[OH:56])[C@@H:35]([OH:46])[C@H:36]([OH:37])[C@H:10]1[OH:9]. (2) Given the reactants [H-].[H-].[H-].[H-].[Li+].[Al+3].[C:7]([NH:18][CH2:19][C:20](OC)=[O:21])(=O)[CH2:8][CH2:9][CH2:10][CH2:11][CH2:12][CH2:13][CH2:14][CH2:15][CH3:16].O.[OH-].[Na+], predict the reaction product. The product is: [CH2:7]([NH:18][CH2:19][CH2:20][OH:21])[CH2:8][CH2:9][CH2:10][CH2:11][CH2:12][CH2:13][CH2:14][CH2:15][CH3:16]. (3) The product is: [CH2:1]([O:3][C:4]([N:6]1[C:15]2[C:10](=[N:11][C:12]([O:16][CH3:17])=[CH:13][CH:14]=2)[C@@H:9]([NH:18][C:19]2[N:24]=[C:23]([CH2:25][C:26]3[CH:31]=[C:30]([C:32]([F:34])([F:33])[F:35])[CH:29]=[C:28]([C:36]([OH:38])=[O:37])[CH:27]=3)[C:22]([N:40]3[CH2:45][CH2:44][O:43][CH2:42][CH2:41]3)=[CH:21][N:20]=2)[CH2:8][C@H:7]1[CH2:46][CH3:47])=[O:5])[CH3:2]. Given the reactants [CH2:1]([O:3][C:4]([N:6]1[C:15]2[C:10](=[N:11][C:12]([O:16][CH3:17])=[CH:13][CH:14]=2)[C@@H:9]([NH:18][C:19]2[N:24]=[C:23]([CH2:25][C:26]3[CH:31]=[C:30]([C:32]([F:35])([F:34])[F:33])[CH:29]=[C:28]([C:36]([O:38]C)=[O:37])[CH:27]=3)[C:22]([N:40]3[CH2:45][CH2:44][O:43][CH2:42][CH2:41]3)=[CH:21][N:20]=2)[CH2:8][C@H:7]1[CH2:46][CH3:47])=[O:5])[CH3:2].[OH-].[Na+], predict the reaction product. (4) Given the reactants ClC1C=C(Cl)C=CC=1C1C(N2C=CN=C2)=CN=C(CCN)N=1.Cl[C:24]1[N:29]=[C:28]([NH:30][S:31]([CH3:34])(=[O:33])=[O:32])[C:27]([N+:35]([O-:37])=[O:36])=[CH:26][CH:25]=1.[Cl:38][C:39]1[CH:44]=[C:43]([Cl:45])[CH:42]=[CH:41][C:40]=1[C:46]1[C:51]([C:52]2[NH:53][CH:54]=[CH:55][N:56]=2)=[CH:50][N:49]=[C:48]([NH:57][CH2:58][CH2:59][NH:60]C2C=CC([N+]([O-])=O)=C(OC)N=2)[N:47]=1, predict the reaction product. The product is: [Cl:38][C:39]1[CH:44]=[C:43]([Cl:45])[CH:42]=[CH:41][C:40]=1[C:46]1[C:51]([C:52]2[NH:56][CH:55]=[CH:54][N:53]=2)=[CH:50][N:49]=[C:48]([NH:57][CH2:58][CH2:59][NH:60][C:24]2[N:29]=[C:28]([NH:30][S:31]([CH3:34])(=[O:33])=[O:32])[C:27]([N+:35]([O-:37])=[O:36])=[CH:26][CH:25]=2)[N:47]=1. (5) The product is: [CH3:17][C:18]1[C:22]([C:5]2[CH:4]=[CH:3][C:2]([CH3:1])=[CH:10][C:6]=2[C:7]([OH:9])=[O:8])=[C:21]([CH3:32])[O:20][N:19]=1. Given the reactants [CH3:1][C:2]1[CH:3]=[CH:4][C:5](C2C=NN(C)C=2)=[C:6]([CH:10]=1)[C:7]([OH:9])=[O:8].[CH3:17][C:18]1[C:22](B2OC(C)(C)C(C)(C)O2)=[C:21]([CH3:32])[O:20][N:19]=1, predict the reaction product. (6) Given the reactants [N+:1]([C:4]1[CH:5]=[C:6]([CH:14]=[CH:15][CH:16]=1)[CH:7]=[C:8]([CH2:12][CH3:13])[C:9]([OH:11])=[O:10])([O-:3])=[O:2].Cl.[CH3:18][CH2:19]O, predict the reaction product. The product is: [CH2:18]([O:10][C:9](=[O:11])[C:8](=[CH:7][C:6]1[CH:14]=[CH:15][CH:16]=[C:4]([N+:1]([O-:3])=[O:2])[CH:5]=1)[CH2:12][CH3:13])[CH3:19]. (7) Given the reactants Br[C:2]1[CH:7]=[CH:6][CH:5]=[CH:4][C:3]=1[CH2:8][CH2:9][CH3:10].[O:11]1[CH2:13][CH2:12]1, predict the reaction product. The product is: [CH2:8]([C:3]1[CH:4]=[CH:5][CH:6]=[CH:7][C:2]=1[CH2:13][CH2:12][OH:11])[CH2:9][CH3:10].